Dataset: Forward reaction prediction with 1.9M reactions from USPTO patents (1976-2016). Task: Predict the product of the given reaction. (1) Given the reactants [CH:1]1([CH:7]([N:11]2[C:15]3[CH:16]=[CH:17][C:18]([F:20])=[CH:19][C:14]=3[N:13]=[C:12]2[C@H:21]([O:28][CH3:29])[C:22]2[CH:27]=[CH:26][CH:25]=[CH:24][CH:23]=2)[C:8](O)=[O:9])[CH2:6][CH2:5][CH2:4][CH2:3][CH2:2]1.C(N(CC)CC)C.CN(C(ON1N=NC2C=CC=NC1=2)=[N+](C)C)C.F[P-](F)(F)(F)(F)F.Cl.[NH2:62][C@H:63]1[CH2:68][CH2:67][C@H:66]([OH:69])[CH2:65][CH2:64]1, predict the reaction product. The product is: [CH:1]1([CH:7]([N:11]2[C:15]3[CH:16]=[CH:17][C:18]([F:20])=[CH:19][C:14]=3[N:13]=[C:12]2[C@H:21]([O:28][CH3:29])[C:22]2[CH:23]=[CH:24][CH:25]=[CH:26][CH:27]=2)[C:8]([NH:62][CH:63]2[CH2:68][CH2:67][CH:66]([OH:69])[CH2:65][CH2:64]2)=[O:9])[CH2:2][CH2:3][CH2:4][CH2:5][CH2:6]1. (2) Given the reactants C[Mg]I.[CH2:4](OCC)C.[C:9]([C:12]1[CH:17]=[CH:16][C:15]([NH:18][C:19]2[N:24]=[CH:23][N:22]=[C:21]([N:25]([CH3:37])[C:26]([NH:28][C:29]3[C:34]([Cl:35])=[CH:33][CH:32]=[CH:31][C:30]=3[Cl:36])=[O:27])[CH:20]=2)=[CH:14][CH:13]=1)(=[O:11])[CH3:10], predict the reaction product. The product is: [Cl:35][C:34]1[CH:33]=[CH:32][CH:31]=[C:30]([Cl:36])[C:29]=1[NH:28][C:26](=[O:27])[N:25]([C:21]1[CH:20]=[C:19]([NH:18][C:15]2[CH:14]=[CH:13][C:12]([C:9]([OH:11])([CH3:4])[CH3:10])=[CH:17][CH:16]=2)[N:24]=[CH:23][N:22]=1)[CH3:37]. (3) Given the reactants [Br:1][C:2]1[CH:7]=[CH:6][C:5]([C:8]([C:10]2[CH:11]=[N:12][CH:13]=[N:14][CH:15]=2)=[O:9])=[CH:4][CH:3]=1.[C:16]([Mg]Cl)([CH3:19])([CH3:18])[CH3:17], predict the reaction product. The product is: [Br:1][C:2]1[CH:3]=[CH:4][C:5]([C:8]([C:10]2[CH:15]=[N:14][CH:13]=[N:12][CH:11]=2)([OH:9])[C:16]([CH3:19])([CH3:18])[CH3:17])=[CH:6][CH:7]=1. (4) Given the reactants [C:1]([OH:7])([C:3]([F:6])([F:5])[F:4])=[O:2].[Br:8][C:9]1[CH:10]=[C:11]2[C:16](=[CH:17][CH:18]=1)[C:15]([CH2:19][N:20]1[C:26](=[O:27])[C@@H:25]([NH:28][C:29](=[O:41])[C@@H:30]([N:32](C)[C:33](=O)OC(C)(C)C)[CH3:31])[CH2:24][O:23][C:22]3[CH:42]=[CH:43][CH:44]=[CH:45][C:21]1=3)=[C:14]([O:46][CH3:47])[CH:13]=[CH:12]2, predict the reaction product. The product is: [F:4][C:3]([F:6])([F:5])[C:1]([OH:7])=[O:2].[Br:8][C:9]1[CH:10]=[C:11]2[C:16](=[CH:17][CH:18]=1)[C:15]([CH2:19][N:20]1[C:21]3[CH:45]=[CH:44][CH:43]=[CH:42][C:22]=3[O:23][CH2:24][C@H:25]([NH:28][C:29](=[O:41])[C@@H:30]([NH:32][CH3:33])[CH3:31])[C:26]1=[O:27])=[C:14]([O:46][CH3:47])[CH:13]=[CH:12]2. (5) Given the reactants C(N(CC)CC)C.[Cl:8][C:9]1[C:10](=[O:30])[NH:11][C:12]([C:15]([C:22]2[CH:27]=[CH:26][C:25]([CH2:28][CH3:29])=[CH:24][CH:23]=2)=[CH:16][C@H:17]2[CH2:21][CH2:20][CH2:19][NH:18]2)=[CH:13][CH:14]=1.[C:31](Cl)(=[O:33])[CH3:32].O, predict the reaction product. The product is: [C:31]([N:18]1[CH2:19][CH2:20][CH2:21][C@@H:17]1/[CH:16]=[C:15](/[C:12]1[NH:11][C:10](=[O:30])[C:9]([Cl:8])=[CH:14][CH:13]=1)\[C:22]1[CH:27]=[CH:26][C:25]([CH2:28][CH3:29])=[CH:24][CH:23]=1)(=[O:33])[CH3:32]. (6) Given the reactants [CH2:1]([O:3][C:4](=[O:34])[CH2:5][C:6]1[CH:7]=[C:8]([C:14]2[CH:19]=[CH:18][C:17]([C:20]3[CH:21]=[C:22]4[C:27](=[CH:28][CH:29]=3)[N:26]=[CH:25][CH:24]=[CH:23]4)=[CH:16][C:15]=2[CH2:30][NH:31][CH2:32][CH3:33])[C:9]([O:12][CH3:13])=[CH:10][CH:11]=1)[CH3:2].[CH2:35]([N:42]=[C:43]=[O:44])[C:36]1[CH:41]=[CH:40][CH:39]=[CH:38][CH:37]=1, predict the reaction product. The product is: [CH2:1]([O:3][C:4](=[O:34])[CH2:5][C:6]1[CH:7]=[C:8]([C:14]2[CH:19]=[CH:18][C:17]([C:20]3[CH:21]=[C:22]4[C:27](=[CH:28][CH:29]=3)[N:26]=[CH:25][CH:24]=[CH:23]4)=[CH:16][C:15]=2[CH2:30][N:31]([CH2:32][CH3:33])[C:43]([NH:42][CH2:35][C:36]2[CH:41]=[CH:40][CH:39]=[CH:38][CH:37]=2)=[O:44])[C:9]([O:12][CH3:13])=[CH:10][CH:11]=1)[CH3:2]. (7) Given the reactants [Cl:1][C:2]1[C:10]2[N:9]=[C:8]3[N:11]([C:16]4[N:21]=[CH:20][C:19](C#N)=[CH:18][C:17]=4[CH3:24])[CH2:12][CH2:13][CH2:14][CH2:15][N:7]3[C:6]=2[C:5]([CH:25]([CH2:28][CH3:29])[CH2:26][CH3:27])=[CH:4][CH:3]=1.[CH3:30][Li].Cl.[C:33](=[O:36])(O)[O-].[Na+], predict the reaction product. The product is: [Cl:1][C:2]1[C:10]2[N:9]=[C:8]3[N:11]([C:16]4[N:21]=[CH:20][C:19]([C:33](=[O:36])[CH3:30])=[CH:18][C:17]=4[CH3:24])[CH2:12][CH2:13][CH2:14][CH2:15][N:7]3[C:6]=2[C:5]([CH:25]([CH2:26][CH3:27])[CH2:28][CH3:29])=[CH:4][CH:3]=1.